From a dataset of Reaction yield outcomes from USPTO patents with 853,638 reactions. Predict the reaction yield, written as a fraction of the theoretical maximum amount of product (1.0 means a 100% yield; for example, 0.34 means a 34% yield). (1) The reactants are [CH3:1][N:2]1[C:7]([C:8]([F:11])([F:10])[F:9])=[CH:6][C:5](=[O:12])[N:4]([C:13]2[CH:14]=[CH:15][C:16]3[S:20][N:19]=[C:18]([C:21]([OH:23])=O)[C:17]=3[CH:24]=2)[C:3]1=[O:25].C(Cl)(=O)C(Cl)=O.[Cu](C#N)C#N.[CH2:37]([Li])[CH2:38][CH2:39][CH3:40]. The catalyst is C(Cl)Cl.CN(C)C=O.O1CCCC1. The product is [CH3:1][N:2]1[C:7]([C:8]([F:11])([F:9])[F:10])=[CH:6][C:5](=[O:12])[N:4]([C:13]2[CH:14]=[CH:15][C:16]3[S:20][N:19]=[C:18]([C:21](=[O:23])[CH2:37][CH2:38][CH2:39][CH3:40])[C:17]=3[CH:24]=2)[C:3]1=[O:25]. The yield is 0.640. (2) The reactants are [C:1]([O:5][C:6](=[O:23])[CH2:7][C@H:8]1[CH2:11][C@H:10]([C:12]([O:14][C@H](C2C=CC=CC=2)C)=[O:13])[CH2:9]1)([CH3:4])([CH3:3])[CH3:2]. The catalyst is CO.[C].[Pd]. The product is [C:1]([O:5][C:6](=[O:23])[CH2:7][C@H:8]1[CH2:9][C@H:10]([C:12]([OH:14])=[O:13])[CH2:11]1)([CH3:4])([CH3:2])[CH3:3]. The yield is 0.970. (3) The reactants are [N+:1]([C:4]1[CH:5]=[N:6][N:7]([CH2:9][C:10]2[CH:15]=[CH:14][N:13]=[CH:12][CH:11]=2)[CH:8]=1)([O-])=O. The catalyst is CO.[Pd]. The product is [N:13]1[CH:14]=[CH:15][C:10]([CH2:9][N:7]2[CH:8]=[C:4]([NH2:1])[CH:5]=[N:6]2)=[CH:11][CH:12]=1. The yield is 0.940. (4) The reactants are [Cl:1][C:2]1[CH:7]=[CH:6][C:5]([C@H:8]2[C@H:13]([O:14]/C=C/C)[C@@H:12]([O:18]/C=C/C)[C@H:11]([O:22]/C=C/C)[C@@H:10]([CH2:26][O:27]/C=C/C)[N:9]2[CH3:31])=[CH:4][C:3]=1[CH2:32][C:33]1[CH:38]=[CH:37][C:36]([O:39][CH2:40][CH3:41])=[CH:35][CH:34]=1. The catalyst is C1COCC1.CC(O)=O. The product is [Cl:1][C:2]1[CH:7]=[CH:6][C:5]([C@H:8]2[C@H:13]([OH:14])[C@@H:12]([OH:18])[C@H:11]([OH:22])[C@@H:10]([CH2:26][OH:27])[N:9]2[CH3:31])=[CH:4][C:3]=1[CH2:32][C:33]1[CH:34]=[CH:35][C:36]([O:39][CH2:40][CH3:41])=[CH:37][CH:38]=1. The yield is 0.560. (5) The reactants are [F:1][C:2]1[CH:7]=[CH:6][CH:5]=[CH:4][C:3]=1[CH:8]([O:23][CH2:24][CH2:25][CH2:26][O:27][CH3:28])[CH:9]1[CH2:14][CH2:13][CH2:12][N:11]([C:15]2[C:16](=[O:22])[C:17](=[O:21])[C:18]=2OC)[CH2:10]1.[NH2:29][C@@H:30]([CH2:40][CH:41]1[CH2:46][CH2:45][CH2:44][CH2:43][CH2:42]1)[CH2:31][NH:32][C:33](=[O:39])[O:34][C:35]([CH3:38])([CH3:37])[CH3:36]. The catalyst is CC#N. The product is [CH:41]1([CH2:40][C@H:30]([NH:29][C:18]2[C:17](=[O:21])[C:16](=[O:22])[C:15]=2[N:11]2[CH2:12][CH2:13][CH2:14][CH:9]([CH:8]([C:3]3[CH:4]=[CH:5][CH:6]=[CH:7][C:2]=3[F:1])[O:23][CH2:24][CH2:25][CH2:26][O:27][CH3:28])[CH2:10]2)[CH2:31][NH:32][C:33](=[O:39])[O:34][C:35]([CH3:36])([CH3:37])[CH3:38])[CH2:42][CH2:43][CH2:44][CH2:45][CH2:46]1. The yield is 0.400. (6) The yield is 0.310. The product is [NH2:21][C:18]1[N:17]=[CH:16][N:15]=[C:14]2[C:19]=1[N:20]=[C:12]([S:11][C:3]1[C:2]([Br:1])=[CH:10][C:6]3[O:7][CH2:8][O:9][C:5]=3[CH:4]=1)[N:13]2[CH:22]1[CH2:27][CH2:26][N:25]([CH:28]=[O:29])[CH2:24][CH2:23]1. No catalyst specified. The reactants are [Br:1][C:2]1[C:3]([S:11][C:12]2[N:13]([CH:22]3[CH2:27][CH2:26][NH:25][CH2:24][CH2:23]3)[C:14]3[C:19]([N:20]=2)=[C:18]([NH2:21])[N:17]=[CH:16][N:15]=3)=[CH:4][C:5]2[O:9][CH2:8][O:7][C:6]=2[CH:10]=1.[CH:28](O)=[O:29]. (7) The reactants are [N:1]1([CH2:6][CH2:7][O:8][C:9]2[CH:14]=[CH:13][C:12]([NH2:15])=[CH:11][CH:10]=2)[CH2:5][CH2:4][CH2:3][CH2:2]1.[Cl:16][C:17]1[CH:18]=[C:19]2[C:23](=[CH:24][CH:25]=1)[NH:22][C:21](=[O:26])[C:20]2=[CH:27]O. No catalyst specified. The product is [Cl:16][C:17]1[CH:18]=[C:19]2[C:23](=[CH:24][CH:25]=1)[NH:22][C:21](=[O:26])[C:20]2=[CH:27][NH:15][C:12]1[CH:11]=[CH:10][C:9]([O:8][CH2:7][CH2:6][N:1]2[CH2:5][CH2:4][CH2:3][CH2:2]2)=[CH:14][CH:13]=1. The yield is 0.790.